From a dataset of Catalyst prediction with 721,799 reactions and 888 catalyst types from USPTO. Predict which catalyst facilitates the given reaction. (1) Reactant: O[CH2:2][C:3]1[N:7]([CH2:8][C:9]([CH3:12])([OH:11])[CH3:10])[N:6]=[C:5]([N+:13]([O-:15])=[O:14])[CH:4]=1.[H-].[Na+].C1(C)C=CC(S(Cl)(=O)=O)=CC=1.[Cl-].[NH4+]. Product: [CH3:10][C:9]1([CH3:12])[O:11][CH2:2][C:3]2=[CH:4][C:5]([N+:13]([O-:15])=[O:14])=[N:6][N:7]2[CH2:8]1. The catalyst class is: 3. (2) Reactant: [CH:1]([C:3]1[CH:10]=[CH:9][C:6]([CH2:7]Cl)=[CH:5][CH:4]=1)=[CH2:2].[H-].[Na+].[F:13][C:14]([F:23])([F:22])[CH2:15][CH2:16][CH:17]([C:20]#[N:21])[C:18]#[N:19]. Product: [F:13][C:14]([F:22])([F:23])[CH2:15][CH2:16][C:17]([CH2:7][C:6]1[CH:9]=[CH:10][C:3]([CH:1]=[CH2:2])=[CH:4][CH:5]=1)([C:20]#[N:21])[C:18]#[N:19]. The catalyst class is: 9. (3) Reactant: [Li]CCCC.[O:6]1[CH:10]=[CH:9][CH:8]=[CH:7]1.[Cl:11][C:12]1[CH:17]=[CH:16][CH:15]=[CH:14][C:13]=1[C:18]1[N:19]([C:32]2[CH:37]=[CH:36][C:35]([Cl:38])=[CH:34][CH:33]=2)[CH:20]=[C:21]([C:23]([N:25]2[CH2:30][CH2:29][C:28](=[O:31])[CH2:27][CH2:26]2)=[O:24])[N:22]=1.[NH4+].[Cl-]. Product: [Cl:11][C:12]1[CH:17]=[CH:16][CH:15]=[CH:14][C:13]=1[C:18]1[N:19]([C:32]2[CH:33]=[CH:34][C:35]([Cl:38])=[CH:36][CH:37]=2)[CH:20]=[C:21]([C:23]([N:25]2[CH2:26][CH2:27][C:28]([C:7]3[O:6][CH:10]=[CH:9][CH:8]=3)([OH:31])[CH2:29][CH2:30]2)=[O:24])[N:22]=1. The catalyst class is: 20. (4) Reactant: C([O:4][CH2:5][CH:6]([C:22]1[C:27]([F:28])=[CH:26][C:25](Br)=[CH:24][C:23]=1[F:30])[N:7]1[CH2:21][CH2:20][C:10]2([O:15][CH2:14][C:13](=[O:16])[N:12]([CH:17]3[CH2:19][CH2:18]3)[CH2:11]2)[CH2:9][CH2:8]1)(=O)C.CC1(C)C(C)(C)OB([C:39]2[CH:48]=[C:47]3[C:42]([CH:43]=[CH:44][CH:45]=[N:46]3)=[CH:41][CH:40]=2)O1.C(=O)([O-])[O-].[K+].[K+]. Product: [CH:17]1([N:12]2[CH2:11][C:10]3([CH2:20][CH2:21][N:7]([CH:6]([C:22]4[C:23]([F:30])=[CH:24][C:25]([C:39]5[CH:48]=[C:47]6[C:42]([CH:43]=[CH:44][CH:45]=[N:46]6)=[CH:41][CH:40]=5)=[CH:26][C:27]=4[F:28])[CH2:5][OH:4])[CH2:8][CH2:9]3)[O:15][CH2:14][C:13]2=[O:16])[CH2:18][CH2:19]1. The catalyst class is: 368. (5) Product: [CH2:45]([O:44][C:42](=[O:43])/[CH:1]=[C:2](/[CH3:3])\[C:6]#[C:7][C:8]1[CH:9]=[C:10]([Cl:15])[CH:11]=[C:12]([Cl:14])[CH:13]=1)[CH3:46]. Reactant: [CH3:1]/[C:2](/[C:6]#[C:7][C:8]1[CH:13]=[C:12]([Cl:14])[CH:11]=[C:10]([Cl:15])[CH:9]=1)=[CH:3]\CO.C1(P(C2C=CC=CC=2)C2C=CC=CC=2)C=CC=CC=1.N([C:42]([O:44][CH2:45][CH3:46])=[O:43])=N[C:42]([O:44][CH2:45][CH3:46])=[O:43].C(OC(=O)[C@@H](OCC)CC1C=CC(O)=CC=1)C. The catalyst class is: 20. (6) Reactant: [NH2:1][C:2]1[N:10]=[CH:9][C:8]([Cl:11])=[CH:7][C:3]=1[C:4]([NH2:6])=[O:5].Br[CH2:13][C:14]1[CH:19]=[CH:18][CH:17]=[CH:16][C:15]=1[S:20]([CH:23]1[CH2:27][CH2:26][CH2:25][CH2:24]1)(=[O:22])=[O:21].C(OCC)(=O)C. Product: [ClH:11].[Cl:11][C:8]1[CH:7]=[C:3]([C:4]([NH2:6])=[O:5])[C:2](=[NH:1])[N:10]([CH2:13][C:14]2[CH:19]=[CH:18][CH:17]=[CH:16][C:15]=2[S:20]([CH:23]2[CH2:24][CH2:25][CH2:26][CH2:27]2)(=[O:22])=[O:21])[CH:9]=1. The catalyst class is: 3.